This data is from Plasma protein binding rate (PPBR) regression data from AstraZeneca. The task is: Regression/Classification. Given a drug SMILES string, predict its absorption, distribution, metabolism, or excretion properties. Task type varies by dataset: regression for continuous measurements (e.g., permeability, clearance, half-life) or binary classification for categorical outcomes (e.g., BBB penetration, CYP inhibition). For this dataset (ppbr_az), we predict Y. The molecule is O[C@H](c1cc(C(F)(F)F)nc2c(C(F)(F)F)cccc12)[C@@H]1CCCCN1. The Y is 97.9 %.